From a dataset of Catalyst prediction with 721,799 reactions and 888 catalyst types from USPTO. Predict which catalyst facilitates the given reaction. Reactant: [CH2:1]([NH:11][CH2:12][CH2:13][C:14]([O:16][CH3:17])=[O:15])[CH2:2][CH2:3][CH2:4][CH2:5][CH2:6][CH2:7][CH2:8][CH2:9][CH3:10].CCN(CC)CC.[CH3:25][C:26]([O:29][C:30](O[C:30]([O:29][C:26]([CH3:28])([CH3:27])[CH3:25])=[O:31])=[O:31])([CH3:28])[CH3:27].O. Product: [C:26]([O:29][C:30]([N:11]([CH2:1][CH2:2][CH2:3][CH2:4][CH2:5][CH2:6][CH2:7][CH2:8][CH2:9][CH3:10])[CH2:12][CH2:13][C:14]([O:16][CH3:17])=[O:15])=[O:31])([CH3:28])([CH3:27])[CH3:25]. The catalyst class is: 2.